Dataset: Forward reaction prediction with 1.9M reactions from USPTO patents (1976-2016). Task: Predict the product of the given reaction. (1) Given the reactants Br[C:2]1[CH:3]=[C:4]2[C:8](=[CH:9][CH:10]=1)[C:7](=[O:11])[O:6][CH2:5]2.[B:12]1([B:12]2[O:16][C:15]([CH3:18])([CH3:17])[C:14]([CH3:20])([CH3:19])[O:13]2)[O:16][C:15]([CH3:18])([CH3:17])[C:14]([CH3:20])([CH3:19])[O:13]1.C([O-])(=O)C.[K+].C(Cl)Cl, predict the reaction product. The product is: [CH3:19][C:14]1([CH3:20])[C:15]([CH3:18])([CH3:17])[O:16][B:12]([C:2]2[CH:3]=[C:4]3[C:8](=[CH:9][CH:10]=2)[C:7](=[O:11])[O:6][CH2:5]3)[O:13]1. (2) Given the reactants C1(P(C2C=CC=CC=2)(C2C=CC=CC=2)=[N:8][C:9]([O:11][C:12]([CH3:15])([CH3:14])[CH3:13])=[O:10])C=CC=CC=1.[O:28]=[CH:29][C:30]([Cl:33])([Cl:32])[Cl:31].C(=O)([O-])[O-].[K+].[K+].OOS([O-])=O.[K+], predict the reaction product. The product is: [Cl:31][C:30]([Cl:33])([Cl:32])[CH:29]1[O:28][N:8]1[C:9]([O:11][C:12]([CH3:13])([CH3:14])[CH3:15])=[O:10]. (3) The product is: [C:20]([O:1][C:2]1[C:11]([CH3:12])=[C:10]2[C:5]([C:6](=[O:19])[C:7]([C:13]3[CH:14]=[CH:15][CH:16]=[CH:17][CH:18]=3)=[CH:8][O:9]2)=[CH:4][CH:3]=1)(=[O:22])[CH3:21]. Given the reactants [OH:1][C:2]1[C:11]([CH3:12])=[C:10]2[C:5]([C:6](=[O:19])[C:7]([C:13]3[CH:18]=[CH:17][CH:16]=[CH:15][CH:14]=3)=[CH:8][O:9]2)=[CH:4][CH:3]=1.[C:20](O)(=[O:22])[CH3:21], predict the reaction product. (4) Given the reactants [C:1]([N:5]1[C:9](=[O:10])[C:8](Cl)=[C:7]([C:12]2[CH:17]=[CH:16][CH:15]=[CH:14][CH:13]=2)[S:6]1(=[O:19])=[O:18])([CH3:4])([CH3:3])[CH3:2].[CH3:20][O:21][C:22]1[CH:27]=[CH:26][C:25]([NH2:28])=[CH:24][CH:23]=1, predict the reaction product. The product is: [C:1]([N:5]1[C:9](=[O:10])[C:8]([NH:28][C:25]2[CH:26]=[CH:27][C:22]([O:21][CH3:20])=[CH:23][CH:24]=2)=[C:7]([C:12]2[CH:17]=[CH:16][CH:15]=[CH:14][CH:13]=2)[S:6]1(=[O:19])=[O:18])([CH3:4])([CH3:3])[CH3:2]. (5) Given the reactants Cl.[Cl:2][C:3]1[C:4]([NH:16][NH2:17])=[N:5][CH:6]=[C:7]([CH:15]=1)[C:8]([O:10][C:11]([CH3:14])([CH3:13])[CH3:12])=[O:9].[C:18](O)(=[O:25])[C:19]1[CH:24]=[CH:23][CH:22]=[CH:21][CH:20]=1.C(Cl)CCl.C1C=NC2N(O)N=NC=2C=1.C(N(CC)CC)C.C(=O)(O)[O-].[Na+], predict the reaction product. The product is: [C:18]([NH:17][NH:16][C:4]1[C:3]([Cl:2])=[CH:15][C:7]([C:8]([O:10][C:11]([CH3:13])([CH3:14])[CH3:12])=[O:9])=[CH:6][N:5]=1)(=[O:25])[C:19]1[CH:24]=[CH:23][CH:22]=[CH:21][CH:20]=1. (6) Given the reactants C[N:2]([CH:4]=[N:5][C:6]([C:8]1[C:9]([O:16][CH3:17])=[N:10][CH:11]=[N:12][C:13]=1[O:14][CH3:15])=O)C.[CH3:18][NH:19]N, predict the reaction product. The product is: [CH3:17][O:16][C:9]1[C:8]([C:6]2[N:19]([CH3:18])[N:2]=[CH:4][N:5]=2)=[C:13]([O:14][CH3:15])[N:12]=[CH:11][N:10]=1. (7) Given the reactants Br[C:2]1[CH:3]=[C:4]2[C:9](=[CH:10][CH:11]=1)[N:8]=[CH:7][C:6]([C:12](=[O:14])[CH3:13])=[C:5]2[N:15]1[CH2:20][CH2:19][CH:18]([CH2:21][N:22]2[CH2:26][CH2:25][CH2:24][CH2:23]2)[CH2:17][CH2:16]1.[Cl:27][C:28]1[CH:33]=[C:32](B2OC(C)(C)C(C)(C)O2)[CH:31]=[C:30]([F:43])[C:29]=1[OH:44], predict the reaction product. The product is: [Cl:27][C:28]1[CH:33]=[C:32]([C:2]2[CH:3]=[C:4]3[C:9](=[CH:10][CH:11]=2)[N:8]=[CH:7][C:6]([C:12](=[O:14])[CH3:13])=[C:5]3[N:15]2[CH2:16][CH2:17][CH:18]([CH2:21][N:22]3[CH2:26][CH2:25][CH2:24][CH2:23]3)[CH2:19][CH2:20]2)[CH:31]=[C:30]([F:43])[C:29]=1[OH:44]. (8) Given the reactants [N:1]([Sn](CCCC)(CCCC)CCCC)=[N+:2]=[N-:3].[F:17][C:18]1[CH:64]=[CH:63][CH:62]=[C:61]([C:65]([F:68])([F:67])[F:66])[C:19]=1[CH2:20][N:21]1[C:26]2[CH2:27][O:28][C:29]3([CH2:34][CH2:33][N:32]([CH2:35][C:36]4[O:37][C:38]([C:41]([F:44])([F:43])[F:42])=[CH:39][CH:40]=4)[CH2:31][CH2:30]3)[C:25]=2[C:24](=[O:45])[N:23]([CH2:46][C@H:47]([NH:54][CH2:55][CH2:56][CH2:57][C:58]#[N:59])[C:48]2[CH:53]=[CH:52][CH:51]=[CH:50][CH:49]=2)[C:22]1=[O:60].[NH4+].[Cl-], predict the reaction product. The product is: [N:59]1[NH:1][N:2]=[N:3][C:58]=1[CH2:57][CH2:56][CH2:55][NH:54][C@H:47]([C:48]1[CH:53]=[CH:52][CH:51]=[CH:50][CH:49]=1)[CH2:46][N:23]1[C:24](=[O:45])[C:25]2[C:29]3([O:28][CH2:27][C:26]=2[N:21]([CH2:20][C:19]2[C:61]([C:65]([F:68])([F:66])[F:67])=[CH:62][CH:63]=[CH:64][C:18]=2[F:17])[C:22]1=[O:60])[CH2:34][CH2:33][N:32]([CH2:35][C:36]1[O:37][C:38]([C:41]([F:44])([F:43])[F:42])=[CH:39][CH:40]=1)[CH2:31][CH2:30]3. (9) Given the reactants [Na].[CH2:2]([O:4][C:5](=[O:9])[CH2:6][C:7]#[N:8])[CH3:3].Br.Br[CH2:12][C:13]([C:15]1[CH:20]=[CH:19][N:18]=[CH:17][CH:16]=1)=[O:14].CCN(C(C)C)C(C)C, predict the reaction product. The product is: [CH2:2]([O:4][C:5](=[O:9])[CH:6]([C:7]#[N:8])[CH2:12][C:13](=[O:14])[C:15]1[CH:20]=[CH:19][N:18]=[CH:17][CH:16]=1)[CH3:3]. (10) Given the reactants Br[C:2]1[O:3][C:4]2[C:24]([O:25][C:26](=[O:28])[CH3:27])=[C:23]([O:29][CH3:30])[CH:22]=[CH:21][C:5]=2[C:6]=1[C:7](=[O:20])[C:8]1[CH:13]=[C:12]([O:14][CH3:15])[C:11]([O:16][CH3:17])=[C:10]([O:18][CH3:19])[CH:9]=1.[C-:31]#[N:32].[Na+], predict the reaction product. The product is: [C:31]([C:2]1[O:3][C:4]2[C:24]([O:25][C:26](=[O:28])[CH3:27])=[C:23]([O:29][CH3:30])[CH:22]=[CH:21][C:5]=2[C:6]=1[C:7](=[O:20])[C:8]1[CH:13]=[C:12]([O:14][CH3:15])[C:11]([O:16][CH3:17])=[C:10]([O:18][CH3:19])[CH:9]=1)#[N:32].